Dataset: Full USPTO retrosynthesis dataset with 1.9M reactions from patents (1976-2016). Task: Predict the reactants needed to synthesize the given product. Given the product [C:25]([S:50][CH:35]([CH2:47][CH2:48][CH3:49])[CH2:36][CH2:37][N:38]([CH3:46])[C:39](=[O:45])[O:40][C:41]([CH3:44])([CH3:43])[CH3:42])(=[O:24])[CH3:27], predict the reactants needed to synthesize it. The reactants are: C1(P(C2C=CC=CC=2)C2C=CC=CC=2)C=CC=CC=1.N(C(OC(C)C)=O)=NC([O:24][CH:25]([CH3:27])C)=O.O[CH:35]([CH2:47][CH2:48][CH3:49])[CH2:36][CH2:37][N:38]([CH3:46])[C:39](=[O:45])[O:40][C:41]([CH3:44])([CH3:43])[CH3:42].[S:50]1C=CC=C1CC(O)=O.